Dataset: Full USPTO retrosynthesis dataset with 1.9M reactions from patents (1976-2016). Task: Predict the reactants needed to synthesize the given product. (1) Given the product [C:31]([C:30]1[CH:33]=[CH:34][C:27]([C:2]2[S:6][C:5]([NH:7][C:8]3[CH:9]=[C:10]([NH:14][S:15]([CH3:18])(=[O:17])=[O:16])[CH:11]=[CH:12][CH:13]=3)=[N:4][CH:3]=2)=[CH:28][CH:29]=1)#[N:32], predict the reactants needed to synthesize it. The reactants are: Br[C:2]1[S:6][C:5]([NH:7][C:8]2[CH:9]=[C:10]([NH:14][S:15]([CH3:18])(=[O:17])=[O:16])[CH:11]=[CH:12][CH:13]=2)=[N:4][CH:3]=1.CC1(C)C(C)(C)OB([C:27]2[CH:34]=[CH:33][C:30]([C:31]#[N:32])=[CH:29][CH:28]=2)O1.[Cl-].[Li+].C([O-])([O-])=O.[Na+].[Na+]. (2) Given the product [C:11]([NH:15][C:16]1[N:6]2[C:2]([S:3][CH:4]=[C:5]2[CH2:7][C:8]([OH:10])=[O:9])=[N:1][C:17]=1[CH3:18])([CH3:14])([CH3:13])[CH3:12], predict the reactants needed to synthesize it. The reactants are: [NH2:1][C:2]1[S:3][CH:4]=[C:5]([CH2:7][C:8]([OH:10])=[O:9])[N:6]=1.[C:11]([N+:15]#[C-:16])([CH3:14])([CH3:13])[CH3:12].[CH:17](=O)[CH3:18].